Dataset: Peptide-MHC class II binding affinity with 134,281 pairs from IEDB. Task: Regression. Given a peptide amino acid sequence and an MHC pseudo amino acid sequence, predict their binding affinity value. This is MHC class II binding data. The peptide sequence is EKKYFAATQFEILAA. The MHC is HLA-DPA10201-DPB10101 with pseudo-sequence HLA-DPA10201-DPB10101. The binding affinity (normalized) is 0.904.